Dataset: Forward reaction prediction with 1.9M reactions from USPTO patents (1976-2016). Task: Predict the product of the given reaction. (1) The product is: [C:13]([N:20]1[CH2:21][CH2:22][CH:23]([CH2:26][CH2:27][CH2:28][O:1][C:2]2[CH:3]=[C:4]([CH2:8][C:9]([O:11][CH3:12])=[O:10])[CH:5]=[CH:6][CH:7]=2)[CH2:24][CH2:25]1)([O:15][C:16]([CH3:19])([CH3:18])[CH3:17])=[O:14]. Given the reactants [OH:1][C:2]1[CH:3]=[C:4]([CH2:8][C:9]([O:11][CH3:12])=[O:10])[CH:5]=[CH:6][CH:7]=1.[C:13]([N:20]1[CH2:25][CH2:24][CH:23]([CH2:26][CH2:27][CH2:28]O)[CH2:22][CH2:21]1)([O:15][C:16]([CH3:19])([CH3:18])[CH3:17])=[O:14].C1(P(C2C=CC=CC=2)C2C=CC=CC=2)C=CC=CC=1.N(C(OC(C)C)=O)=NC(OC(C)C)=O, predict the reaction product. (2) Given the reactants C(O[C:4]([C:6]1[CH:7]=[N:8][C:9]2[C:14]([C:15]=1[NH:16][CH:17]1[CH2:22][CH2:21][CH:20]([CH3:23])[CH2:19][CH2:18]1)=[CH:13][CH:12]=[CH:11][C:10]=2[O:24][CH3:25])=[O:5])C.[Cl:26][C:27]1[CH:32]=[CH:31][CH:30]=[C:29]([N:33]=[C:34]=[O:35])[CH:28]=1, predict the reaction product. The product is: [Cl:26][C:27]1[CH:28]=[C:29]([N:33]2[C:4](=[O:5])[C:6]3[CH:7]=[N:8][C:9]4[C:10]([O:24][CH3:25])=[CH:11][CH:12]=[CH:13][C:14]=4[C:15]=3[N:16]([CH:17]3[CH2:22][CH2:21][CH:20]([CH3:23])[CH2:19][CH2:18]3)[C:34]2=[O:35])[CH:30]=[CH:31][CH:32]=1. (3) Given the reactants [Br:1][C:2]1[CH:8]=[CH:7][C:6]([Br:9])=[CH:5][C:3]=1N.N([O-])=O.[Na+].[I-:14].[K+], predict the reaction product. The product is: [Br:1][C:2]1[CH:8]=[CH:7][C:6]([Br:9])=[CH:5][C:3]=1[I:14]. (4) Given the reactants [OH:1][C:2]([CH3:35])([CH3:34])[CH2:3][C@@:4]1([C:28]2[CH:33]=[CH:32][CH:31]=[CH:30][CH:29]=2)[O:9][C:8](=[O:10])[N:7]([C@H:11]([C:13]2[CH:18]=[CH:17][C:16](B3OC(C)(C)C(C)(C)O3)=[CH:15][CH:14]=2)[CH3:12])[CH2:6][CH2:5]1.Br[C:37]1[CH:38]=[N:39][C:40]([C:43]([NH:45][CH:46]2[CH2:48][CH2:47]2)=[O:44])=[N:41][CH:42]=1, predict the reaction product. The product is: [CH:46]1([NH:45][C:43]([C:40]2[N:39]=[CH:38][C:37]([C:16]3[CH:15]=[CH:14][C:13]([C@@H:11]([N:7]4[CH2:6][CH2:5][C@:4]([CH2:3][C:2]([OH:1])([CH3:34])[CH3:35])([C:28]5[CH:33]=[CH:32][CH:31]=[CH:30][CH:29]=5)[O:9][C:8]4=[O:10])[CH3:12])=[CH:18][CH:17]=3)=[CH:42][N:41]=2)=[O:44])[CH2:48][CH2:47]1. (5) Given the reactants [F:1][C:2]1[CH:3]=[C:4]2[C:9](=[CH:10][C:11]=1[F:12])[NH:8][CH:7]=[C:6]([C:13]#[N:14])[C:5]2=[O:15].[F:16][C:17]([F:27])([F:26])[C:18]1[CH:19]=[C:20]([CH:23]=[CH:24][CH:25]=1)[CH2:21]Cl, predict the reaction product. The product is: [F:1][C:2]1[CH:3]=[C:4]2[C:9](=[CH:10][C:11]=1[F:12])[N:8]([CH2:21][C:20]1[CH:23]=[CH:24][CH:25]=[C:18]([C:17]([F:16])([F:26])[F:27])[CH:19]=1)[CH:7]=[C:6]([C:13]#[N:14])[C:5]2=[O:15]. (6) Given the reactants [F:1][C:2]([F:7])([F:6])[C:3]([OH:5])=[O:4].[CH2:8]([S:10]([N:13]1[CH2:18][CH2:17][CH:16]([C:19]2[C:27]3[C:22](=[C:23]([C:38]([NH2:40])=[O:39])[CH:24]=[C:25]([C:28]4[CH:33]=[C:32]([CH2:34][NH:35][CH3:36])[CH:31]=[CH:30][C:29]=4[F:37])[CH:26]=3)[NH:21][CH:20]=2)[CH2:15][CH2:14]1)(=[O:12])=[O:11])[CH3:9].[CH3:41]N, predict the reaction product. The product is: [F:1][C:2]([F:7])([F:6])[C:3]([OH:5])=[O:4].[CH2:8]([S:10]([N:13]1[CH2:18][CH2:17][CH:16]([C:19]2[C:27]3[C:22](=[C:23]([C:38]([NH2:40])=[O:39])[CH:24]=[C:25]([C:28]4[CH:33]=[C:32]([CH2:34][N:35]5[CH2:3][CH2:2][CH2:41][CH2:36]5)[CH:31]=[CH:30][C:29]=4[F:37])[CH:26]=3)[NH:21][CH:20]=2)[CH2:15][CH2:14]1)(=[O:11])=[O:12])[CH3:9]. (7) Given the reactants [F:1][C:2]1[C:10]([CH3:11])=[C:9]([F:12])[C:8]([F:13])=[C:7]([N+:14]([O-:16])=[O:15])[C:3]=1[C:4]([OH:6])=O.S(Cl)(Cl)=O.[CH3:21][N:22]([CH3:30])[CH:23]=[CH:24][C:25]([O:27][CH2:28][CH3:29])=[O:26].C(N(CC)CC)C, predict the reaction product. The product is: [F:1][C:2]1[C:10]([CH3:11])=[C:9]([F:12])[C:8]([F:13])=[C:7]([N+:14]([O-:16])=[O:15])[C:3]=1[C:4]([C:24](=[CH:23][N:22]([CH3:30])[CH3:21])[C:25]([O:27][CH2:28][CH3:29])=[O:26])=[O:6].